Dataset: CYP2C9 inhibition data for predicting drug metabolism from PubChem BioAssay. Task: Regression/Classification. Given a drug SMILES string, predict its absorption, distribution, metabolism, or excretion properties. Task type varies by dataset: regression for continuous measurements (e.g., permeability, clearance, half-life) or binary classification for categorical outcomes (e.g., BBB penetration, CYP inhibition). Dataset: cyp2c9_veith. The compound is c1ccc2cc(NCNc3ccc4ccccc4c3)ccc2c1. The result is 1 (inhibitor).